From a dataset of Catalyst prediction with 721,799 reactions and 888 catalyst types from USPTO. Predict which catalyst facilitates the given reaction. (1) The catalyst class is: 10. Reactant: CC1C=CC(S(O[CH2:12][CH:13]2[O:18][C:17]3[CH:19]=[C:20]([O:23][S:24]([C:27]([F:30])([F:29])[F:28])(=[O:26])=[O:25])[CH:21]=[CH:22][C:16]=3[O:15][CH2:14]2)(=O)=O)=CC=1.[NH:31]1[CH2:36][CH2:35][O:34][CH2:33][CH2:32]1. Product: [F:30][C:27]([F:28])([F:29])[S:24]([O:23][C:20]1[CH:21]=[CH:22][C:16]2[O:15][CH2:14][CH:13]([CH2:12][N:31]3[CH2:36][CH2:35][O:34][CH2:33][CH2:32]3)[O:18][C:17]=2[CH:19]=1)(=[O:26])=[O:25]. (2) Reactant: [OH:1][NH:2][C:3](=[NH:10])[CH2:4][CH:5]([O:8][CH3:9])[O:6][CH3:7].[F:11][C:12]1[CH:13]=[CH:14][C:15]([C:18](O)=O)=[N:16][CH:17]=1.C(N1C=CN=C1)(N1C=CN=C1)=O.O. Product: [CH3:7][O:6][CH:5]([O:8][CH3:9])[CH2:4][C:3]1[N:10]=[C:18]([C:15]2[CH:14]=[CH:13][C:12]([F:11])=[CH:17][N:16]=2)[O:1][N:2]=1. The catalyst class is: 3.